From a dataset of Full USPTO retrosynthesis dataset with 1.9M reactions from patents (1976-2016). Predict the reactants needed to synthesize the given product. (1) Given the product [C:1]([C:5]1[CH:6]=[C:7]2[C:12](=[C:13]([F:15])[CH:14]=1)[C:11](=[O:16])[N:10]([CH2:17][C:18]1[CH:23]=[C:22]([CH2:24][OH:25])[C:21]([C:26]3[CH:31]=[CH:30][NH:29][C:28](=[O:32])[CH:27]=3)=[CH:20][C:19]=1[F:34])[N:9]=[CH:8]2)([CH3:4])([CH3:2])[CH3:3], predict the reactants needed to synthesize it. The reactants are: [C:1]([C:5]1[CH:6]=[C:7]2[C:12](=[C:13]([F:15])[CH:14]=1)[C:11](=[O:16])[N:10]([CH2:17][C:18]1[CH:23]=[C:22]([CH2:24][OH:25])[C:21]([C:26]3[CH:31]=[CH:30][N:29]=[C:28]([O:32]C)[CH:27]=3)=[CH:20][C:19]=1[F:34])[N:9]=[CH:8]2)([CH3:4])([CH3:3])[CH3:2].C[Si](Cl)(C)C.[Na+].[I-]. (2) Given the product [C:28]([CH:31]([CH:33]([C:35]([OH:37])=[O:36])[OH:34])[OH:32])([OH:30])=[O:29].[Cl:20][C:21]1[CH:26]=[CH:25][C:24]([O:9][CH:6]2[CH2:7][CH2:8][N:2]([CH3:1])[CH2:3][C:4]3[CH:13]=[C:12]([C:14]4[N:15]=[N:16][CH:17]=[CH:18][CH:19]=4)[CH:11]=[CH:10][C:5]2=3)=[CH:23][CH:22]=1, predict the reactants needed to synthesize it. The reactants are: [CH3:1][N:2]1[CH2:8][CH2:7][CH:6]([OH:9])[C:5]2[CH:10]=[CH:11][C:12]([C:14]3[N:15]=[N:16][CH:17]=[CH:18][CH:19]=3)=[CH:13][C:4]=2[CH2:3]1.[Cl:20][C:21]1[CH:26]=[CH:25][C:24](O)=[CH:23][CH:22]=1.[C:28]([CH:31]([CH:33]([C:35]([OH:37])=[O:36])[OH:34])[OH:32])([OH:30])=[O:29].ClC1C=CC(C2CCNCC3C=C(C4N=NC=CC=4)C=CC2=3)=CC=1. (3) The reactants are: [Cl:1][C:2]1[CH:23]=[CH:22][C:5]([O:6][CH2:7][C@H:8]([OH:21])[CH2:9][N:10]2[C:14](=[O:15])[C:13]3=[CH:16][CH:17]=[CH:18][CH:19]=[C:12]3[C:11]2=[O:20])=[C:4]([O:24][C:25](=[O:27])[CH3:26])[CH:3]=1.C(N(CC)CC)C.[CH3:35][S:36](Cl)(=[O:38])=[O:37]. Given the product [Cl:1][C:2]1[CH:23]=[CH:22][C:5]([O:6][CH2:7][C@H:8]([O:21][S:36]([CH3:35])(=[O:38])=[O:37])[CH2:9][N:10]2[C:14](=[O:15])[C:13]3=[CH:16][CH:17]=[CH:18][CH:19]=[C:12]3[C:11]2=[O:20])=[C:4]([O:24][C:25](=[O:27])[CH3:26])[CH:3]=1, predict the reactants needed to synthesize it. (4) Given the product [NH2:14][CH2:13][C:12]1[CH:11]=[CH:10][C:9]([C:5]2[C:6]([NH2:8])=[N:7][C:2]([NH2:1])=[N:3][C:4]=2[CH2:17][O:18][CH2:19][C:20]2[CH:21]=[CH:22][CH:23]=[CH:24][CH:25]=2)=[CH:16][CH:15]=1, predict the reactants needed to synthesize it. The reactants are: [NH2:1][C:2]1[N:7]=[C:6]([NH2:8])[C:5]([C:9]2[CH:16]=[CH:15][C:12]([C:13]#[N:14])=[CH:11][CH:10]=2)=[C:4]([CH2:17][O:18][CH2:19][C:20]2[CH:25]=[CH:24][CH:23]=[CH:22][CH:21]=2)[N:3]=1.[H][H]. (5) Given the product [Cl:1][C:2]1[NH:6][C:5]2[CH:7]=[CH:8][CH:9]=[C:10]([NH:11][C:26](=[S:27])[NH:25][C:17]3[CH:18]=[C:19]([CH:23]=[CH:24][C:16]=3[O:15][CH:12]([CH3:13])[CH3:14])[C:20]([NH2:22])=[O:21])[C:4]=2[N:3]=1, predict the reactants needed to synthesize it. The reactants are: [Cl:1][C:2]1[NH:6][C:5]2[CH:7]=[CH:8][CH:9]=[C:10]([NH2:11])[C:4]=2[N:3]=1.[CH:12]([O:15][C:16]1[CH:24]=[CH:23][C:19]([C:20]([NH2:22])=[O:21])=[CH:18][C:17]=1[N:25]=[C:26]=[S:27])([CH3:14])[CH3:13].